This data is from Forward reaction prediction with 1.9M reactions from USPTO patents (1976-2016). The task is: Predict the product of the given reaction. (1) Given the reactants [Cl:1][C:2]1[C:7]([C:8]([F:11])([F:10])[F:9])=[CH:6][CH:5]=[C:4]([O:12][C:13]2[CH:18]=[CH:17][CH:16]=[C:15]([CH:19]=[C:20]3[CH2:29][CH2:28][C:23]4(OCC[O:24]4)[CH2:22][CH2:21]3)[CH:14]=2)[N:3]=1.Cl, predict the reaction product. The product is: [Cl:1][C:2]1[N:3]=[C:4]([O:12][C:13]2[CH:14]=[C:15]([CH:19]=[C:20]3[CH2:21][CH2:22][C:23](=[O:24])[CH2:28][CH2:29]3)[CH:16]=[CH:17][CH:18]=2)[CH:5]=[CH:6][C:7]=1[C:8]([F:11])([F:9])[F:10]. (2) The product is: [Cl:1][C:2]1[C:3]2[CH2:14][CH2:13][CH:12]([CH2:15][CH2:16][NH:17][C:18](=[O:20])[CH3:19])[C:4]=2[C:5]2[C:9]([CH:10]=1)=[N:8][N:7]([CH3:11])[CH:6]=2. Given the reactants [Cl:1][C:2]1[C:3]2[CH2:14][CH2:13][C:12](=[CH:15][CH2:16][NH:17][C:18](=[O:20])[CH3:19])[C:4]=2[C:5]2[C:9]([CH:10]=1)=[N:8][N:7]([CH3:11])[CH:6]=2, predict the reaction product. (3) Given the reactants Br[C:2]1[CH:19]=[CH:18][C:5]([O:6][C:7]2[C:8]3[CH:15]=[CH:14][C:13]([O:16][CH3:17])=[CH:12][C:9]=3[S:10][CH:11]=2)=[CH:4][CH:3]=1.[C:20]([O:24][CH3:25])(=[O:23])[CH:21]=[CH2:22].C(N(CC)CC)C, predict the reaction product. The product is: [CH3:17][O:16][C:13]1[CH:14]=[CH:15][C:8]2[C:7]([O:6][C:5]3[CH:18]=[CH:19][CH:2]=[CH:3][C:4]=3/[CH:22]=[CH:21]/[C:20]([O:24][CH3:25])=[O:23])=[CH:11][S:10][C:9]=2[CH:12]=1. (4) Given the reactants O[CH2:2][C:3]1[CH:8]=[CH:7][C:6]([C:9]2[O:10][CH:11]=[C:12]([C:14]([N:16]3[CH2:20][CH2:19][CH2:18][CH2:17]3)=[O:15])[N:13]=2)=[CH:5][CH:4]=1.S(Cl)([Cl:23])=O.N1C2C=CC=CC=2N=N1, predict the reaction product. The product is: [Cl:23][CH2:2][C:3]1[CH:8]=[CH:7][C:6]([C:9]2[O:10][CH:11]=[C:12]([C:14]([N:16]3[CH2:20][CH2:19][CH2:18][CH2:17]3)=[O:15])[N:13]=2)=[CH:5][CH:4]=1. (5) Given the reactants FC(F)(F)C(O)=O.C([O:12][C:13]([C:15](=[CH2:28])[CH:16]([C:18]1[CH:27]=[CH:26][C:21]([C:22]([O:24][CH3:25])=[O:23])=[CH:20][CH:19]=1)[CH3:17])=[O:14])(C)(C)C, predict the reaction product. The product is: [CH3:25][O:24][C:22]([C:21]1[CH:26]=[CH:27][C:18]([CH:16]([CH3:17])[C:15](=[CH2:28])[C:13]([OH:14])=[O:12])=[CH:19][CH:20]=1)=[O:23].